Dataset: Catalyst prediction with 721,799 reactions and 888 catalyst types from USPTO. Task: Predict which catalyst facilitates the given reaction. (1) Reactant: [C:1]([CH2:3][C:4]([NH:6][C:7]1[CH:12]=[C:11]([O:13][CH3:14])[C:10]([Cl:15])=[CH:9][C:8]=1[Cl:16])=[O:5])#[N:2].[CH2:17]([O:19][C:20]1[CH:25]=[CH:24][C:23]([NH2:26])=[CH:22][C:21]=1[I:27])[CH3:18].[CH2:28](OC(OCC)OCC)C. Product: [C:1]([C:3](=[CH:28][NH:26][C:23]1[CH:24]=[CH:25][C:20]([O:19][CH2:17][CH3:18])=[C:21]([I:27])[CH:22]=1)[C:4]([NH:6][C:7]1[CH:12]=[C:11]([O:13][CH3:14])[C:10]([Cl:15])=[CH:9][C:8]=1[Cl:16])=[O:5])#[N:2]. The catalyst class is: 32. (2) Reactant: C(O[C:4]([C:6]1[N:7]=[C:8]([C:27]#[N:28])[C:9]2[C:14]([C:15]=1[OH:16])=[CH:13][CH:12]=[C:11]([NH:17][C:18]([NH:20][C:21]1[CH:26]=[CH:25][CH:24]=[CH:23][CH:22]=1)=[O:19])[CH:10]=2)=[O:5])C.[CH2:29]([O:31][C:32](=[O:38])[C:33]([CH3:37])([CH3:36])[CH2:34][NH2:35])[CH3:30]. Product: [CH2:29]([O:31][C:32](=[O:38])[C:33]([CH3:37])([CH3:36])[CH2:34][NH:35][C:4]([C:6]1[N:7]=[C:8]([C:27]#[N:28])[C:9]2[C:14]([C:15]=1[OH:16])=[CH:13][CH:12]=[C:11]([NH:17][C:18]([NH:20][C:21]1[CH:26]=[CH:25][CH:24]=[CH:23][CH:22]=1)=[O:19])[CH:10]=2)=[O:5])[CH3:30]. The catalyst class is: 8. (3) Reactant: CC([N:5]([C@:9]([C:13]([NH:15][C:16]1[CH:17]=[N:18][C:19]([O:22][C:23]2[CH:28]=[CH:27][CH:26]=[C:25]3[O:29][CH2:30][CH2:31][C:32]4([CH2:34][CH2:33]4)[C:24]=23)=[N:20][CH:21]=1)=[O:14])([CH3:12])[CH2:10][CH3:11])C(=O)[O-])(C)C.C(O)(C(F)(F)F)=O. Product: [C:32]12([C:24]3[C:25](=[CH:26][CH:27]=[CH:28][C:23]=3[O:22][C:19]3[N:20]=[CH:21][C:16]([NH:15][C:13](=[O:14])[C@:9]([CH3:12])([CH2:10][CH3:11])[NH2:5])=[CH:17][N:18]=3)[O:29][CH2:30][CH2:31]1)[CH2:33][CH2:34]2. The catalyst class is: 4. (4) Reactant: [CH3:1][C:2]([CH3:28])([CH3:27])[C:3]([C:11]1[CH:16]=[CH:15][C:14](B2OC(C)(C)C(C)(C)O2)=[CH:13][C:12]=1[CH3:26])([C:5]1[CH:6]=[N:7][CH:8]=[N:9][CH:10]=1)[OH:4].Br[C:30]1[CH:35]=[CH:34][C:33]([O:36][C:37]([F:40])([F:39])[F:38])=[CH:32][N:31]=1.C(=O)([O-])[O-].[K+].[K+].CN(C=O)C. Product: [CH3:28][C:2]([CH3:27])([CH3:1])[C:3]([C:11]1[CH:16]=[CH:15][C:14]([C:30]2[CH:35]=[CH:34][C:33]([O:36][C:37]([F:38])([F:40])[F:39])=[CH:32][N:31]=2)=[CH:13][C:12]=1[CH3:26])([C:5]1[CH:10]=[N:9][CH:8]=[N:7][CH:6]=1)[OH:4]. The catalyst class is: 103. (5) Reactant: [OH:1][CH2:2][C:3]1[CH:4]=[C:5]2[C:10](=[CH:11][CH:12]=1)[N:9]([CH3:13])[CH:8]=[C:7]([O:14][CH2:15][C:16]1[CH:21]=[CH:20][C:19]([O:22][CH3:23])=[CH:18][CH:17]=1)[C:6]2=[O:24].CC(OI1(OC(C)=O)(OC(C)=O)OC(=O)C2C=CC=CC1=2)=O.C(=O)(O)[O-].[Na+]. Product: [CH3:23][O:22][C:19]1[CH:18]=[CH:17][C:16]([CH2:15][O:14][C:7]2[C:6](=[O:24])[C:5]3[C:10](=[CH:11][CH:12]=[C:3]([CH:2]=[O:1])[CH:4]=3)[N:9]([CH3:13])[CH:8]=2)=[CH:21][CH:20]=1. The catalyst class is: 4. (6) Reactant: [CH3:1][S:2][C:3]1[C:4]([C:16]2[CH:21]=[CH:20][CH:19]=[CH:18][CH:17]=2)=[N:5][C:6]2[C:11]([C:12]=1[C:13]([OH:15])=O)=[CH:10][CH:9]=[CH:8][CH:7]=2.C(N(CC)CC)C.S(Cl)(Cl)=O.[C:33]1([C@@H:39]([NH2:42])[CH2:40][CH3:41])[CH:38]=[CH:37][CH:36]=[CH:35][CH:34]=1. Product: [CH3:1][S:2][C:3]1[C:4]([C:16]2[CH:21]=[CH:20][CH:19]=[CH:18][CH:17]=2)=[N:5][C:6]2[C:11]([C:12]=1[C:13]([NH:42][C@H:39]([C:33]1[CH:38]=[CH:37][CH:36]=[CH:35][CH:34]=1)[CH2:40][CH3:41])=[O:15])=[CH:10][CH:9]=[CH:8][CH:7]=2. The catalyst class is: 161. (7) Reactant: [Si:1]([O:8][C@@H:9]1[CH2:14][C@@H:13]([OH:15])[CH2:12][N:11]([C:16]([O:18][CH2:19][C:20]2[CH:25]=[CH:24][CH:23]=[CH:22][CH:21]=2)=[O:17])[CH2:10]1)([C:4]([CH3:7])([CH3:6])[CH3:5])([CH3:3])[CH3:2].[H-].[Na+].[CH3:28]I. Product: [Si:1]([O:8][C@@H:9]1[CH2:14][C@@H:13]([O:15][CH3:28])[CH2:12][N:11]([C:16]([O:18][CH2:19][C:20]2[CH:25]=[CH:24][CH:23]=[CH:22][CH:21]=2)=[O:17])[CH2:10]1)([C:4]([CH3:7])([CH3:6])[CH3:5])([CH3:3])[CH3:2]. The catalyst class is: 49. (8) Reactant: [Br:1][C:2]1[CH:11]=[C:10]2[C:5]([CH:6]=[C:7]([C:12]([O:14]CC)=[O:13])[CH:8]=[N:9]2)=[CH:4][CH:3]=1.[Cl-].[Na+]. Product: [Br:1][C:2]1[CH:11]=[C:10]2[C:5]([CH:6]=[C:7]([C:12]([OH:14])=[O:13])[CH:8]=[N:9]2)=[CH:4][CH:3]=1. The catalyst class is: 74.